This data is from NCI-60 drug combinations with 297,098 pairs across 59 cell lines. The task is: Regression. Given two drug SMILES strings and cell line genomic features, predict the synergy score measuring deviation from expected non-interaction effect. (1) Drug 1: CC(CN1CC(=O)NC(=O)C1)N2CC(=O)NC(=O)C2. Drug 2: CC1=C(C(CCC1)(C)C)C=CC(=CC=CC(=CC(=O)O)C)C. Cell line: PC-3. Synergy scores: CSS=15.1, Synergy_ZIP=-4.25, Synergy_Bliss=-0.966, Synergy_Loewe=0.710, Synergy_HSA=0.674. (2) Drug 1: C1CC(=O)NC(=O)C1N2C(=O)C3=CC=CC=C3C2=O. Drug 2: CC1CCCC2(C(O2)CC(NC(=O)CC(C(C(=O)C(C1O)C)(C)C)O)C(=CC3=CSC(=N3)C)C)C. Cell line: LOX IMVI. Synergy scores: CSS=26.8, Synergy_ZIP=3.75, Synergy_Bliss=-2.46, Synergy_Loewe=-39.2, Synergy_HSA=-8.45. (3) Drug 1: CN(C)C1=NC(=NC(=N1)N(C)C)N(C)C. Drug 2: COC1=NC(=NC2=C1N=CN2C3C(C(C(O3)CO)O)O)N. Cell line: NCI-H322M. Synergy scores: CSS=-9.68, Synergy_ZIP=1.59, Synergy_Bliss=-3.48, Synergy_Loewe=-5.40, Synergy_HSA=-5.78. (4) Drug 1: CC1C(C(CC(O1)OC2CC(OC(C2O)C)OC3=CC4=CC5=C(C(=O)C(C(C5)C(C(=O)C(C(C)O)O)OC)OC6CC(C(C(O6)C)O)OC7CC(C(C(O7)C)O)OC8CC(C(C(O8)C)O)(C)O)C(=C4C(=C3C)O)O)O)O. Drug 2: CCC1(C2=C(COC1=O)C(=O)N3CC4=CC5=C(C=CC(=C5CN(C)C)O)N=C4C3=C2)O.Cl. Cell line: K-562. Synergy scores: CSS=66.4, Synergy_ZIP=3.52, Synergy_Bliss=3.99, Synergy_Loewe=-0.155, Synergy_HSA=6.27. (5) Drug 1: CCCCCOC(=O)NC1=NC(=O)N(C=C1F)C2C(C(C(O2)C)O)O. Drug 2: CCN(CC)CCCC(C)NC1=C2C=C(C=CC2=NC3=C1C=CC(=C3)Cl)OC. Cell line: K-562. Synergy scores: CSS=24.4, Synergy_ZIP=-0.140, Synergy_Bliss=4.36, Synergy_Loewe=-12.8, Synergy_HSA=2.80.